Dataset: Full USPTO retrosynthesis dataset with 1.9M reactions from patents (1976-2016). Task: Predict the reactants needed to synthesize the given product. (1) Given the product [Cl:25][C:26]1[CH:31]=[C:30]([CH:29]=[CH:28][C:27]=1[C:2]1[C:3]([O:23][CH3:24])=[CH:4][CH:5]=[C:6]([C:8]2[NH:17][C:16](=[O:18])[C:15]3[C:10](=[CH:11][C:12]([O:21][CH3:22])=[CH:13][C:14]=3[O:19][CH3:20])[N:9]=2)[N:7]=1)[C:32]([N:33]([CH3:35])[CH3:34])=[O:36], predict the reactants needed to synthesize it. The reactants are: Br[C:2]1[N:7]=[C:6]([C:8]2[NH:17][C:16](=[O:18])[C:15]3[C:10](=[CH:11][C:12]([O:21][CH3:22])=[CH:13][C:14]=3[O:19][CH3:20])[N:9]=2)[CH:5]=[CH:4][C:3]=1[O:23][CH3:24].[Cl:25][C:26]1[CH:31]=[C:30]([C:32](=[O:36])[N:33]([CH3:35])[CH3:34])[CH:29]=[CH:28][C:27]=1B(O)O.C([O-])([O-])=O.[Na+].[Na+]. (2) The reactants are: CC1C=CC(S(OC[C:13]23[CH2:20][CH2:19][C:16]([C:21]4[CH:26]=[CH:25][CH:24]=[C:23]([O:27][C:28]5[CH:33]=[CH:32][CH:31]=[CH:30][CH:29]=5)[CH:22]=4)([CH2:17][CH2:18]2)[O:15][CH2:14]3)(=O)=O)=CC=1.[C-]#N.[Na+].[CH2:37]([OH:40])[CH2:38]O.[OH-:41].[K+]. Given the product [O:27]([C:23]1[CH:22]=[C:21]([C:16]23[CH2:19][CH2:20][C:13]([CH2:38][C:37]([OH:40])=[O:41])([CH2:18][CH2:17]2)[CH2:14][O:15]3)[CH:26]=[CH:25][CH:24]=1)[C:28]1[CH:29]=[CH:30][CH:31]=[CH:32][CH:33]=1, predict the reactants needed to synthesize it.